Binary Classification. Given a miRNA mature sequence and a target amino acid sequence, predict their likelihood of interaction. From a dataset of Experimentally validated miRNA-target interactions with 360,000+ pairs, plus equal number of negative samples. (1) The miRNA is mmu-miR-3086-5p with sequence UAGAUUGUAGGCCCAUUGGA. The protein sequence of the target gene is MGPQHLRLVQLFCLLGAISTLPRAGALLCYEATASRFRAVAFHNWKWLLMRNMVCKLQEGCEETLVFIETGTARGVVGFKGCSSSSSYPAQISYLVSPPGVSIASYSRVCRSYLCNNLTNLEPFVKLKASTPKSITSASCSCPTCVGEHMKDCLPNFVTTNSCPLAASTCYSSTLKFQAGFLNTTFLLMGCAREHNQLLADFHHIGSIKVTEVLNILEKSQIVGAASSRQDPAWGVVLGLLFAFRD. Result: 0 (no interaction). (2) The miRNA is hsa-miR-564 with sequence AGGCACGGUGUCAGCAGGC. The protein sequence of the target gene is MYTAIPQSGSPFPGSVQDPGLHVWRVEKLKPVPVAQENQGVFFSGDSYLVLHNGPEEVSHLHLWIGQQSSRDEQGACAVLAVHLNTLLGERPVQHREVQGNESDLFMSYFPRGLKYQEGGVESAFHKTSTGAPAAIKKLYQVKGKKNIRATERALNWDSFNTGDCFILDLGQNIFAWCGGKSNILERNKARDLALAIRDSERQGKAQVEIVTDGEEPAEMIQVLGPKPALKEGNPEEDLTADKANAQAAALYKVSDATGQMNLTKVADSSPFALELLISDDCFVLDNGLCGKIYIWKGRK.... Result: 0 (no interaction).